Dataset: Forward reaction prediction with 1.9M reactions from USPTO patents (1976-2016). Task: Predict the product of the given reaction. Given the reactants [Cl:1][C:2]1[CH:7]=[CH:6][C:5]([C:8]2[N:12]([C:13]3[CH:18]=[CH:17][C:16]([Cl:19])=[CH:15][C:14]=3[Cl:20])[N:11]=[C:10]([C:21]3[NH:25][C:24](=[O:26])[CH2:23][N:22]=3)[C:9]=2[CH2:27][CH3:28])=[CH:4][CH:3]=1.[CH2:29](Br)[CH2:30][CH2:31][CH3:32], predict the reaction product. The product is: [CH2:29]([N:25]1[C:24](=[O:26])[CH2:23][N:22]=[C:21]1[C:10]1[C:9]([CH2:27][CH3:28])=[C:8]([C:5]2[CH:6]=[CH:7][C:2]([Cl:1])=[CH:3][CH:4]=2)[N:12]([C:13]2[CH:18]=[CH:17][C:16]([Cl:19])=[CH:15][C:14]=2[Cl:20])[N:11]=1)[CH2:30][CH2:31][CH3:32].